From a dataset of Full USPTO retrosynthesis dataset with 1.9M reactions from patents (1976-2016). Predict the reactants needed to synthesize the given product. (1) Given the product [CH3:11][CH:12]([CH3:28])[C:13]([NH:15][C:16]1[CH:21]=[CH:20][CH:19]=[C:18]([CH:22]2[CH2:27][CH2:26][N:25]([CH2:9][CH2:8][CH2:7][C:4]3[CH:3]=[CH:2][N:1]=[CH:6][CH:5]=3)[CH2:24][CH2:23]2)[CH:17]=1)=[O:14], predict the reactants needed to synthesize it. The reactants are: [N:1]1[CH:6]=[CH:5][C:4]([CH2:7][CH2:8][CH2:9]O)=[CH:3][CH:2]=1.[CH3:11][CH:12]([CH3:28])[C:13]([NH:15][C:16]1[CH:21]=[CH:20][CH:19]=[C:18]([CH:22]2[CH2:27][CH2:26][NH:25][CH2:24][CH2:23]2)[CH:17]=1)=[O:14]. (2) Given the product [NH2:1][C:2]1[N:7]=[CH:6][C:5]([C:8]2[N:9]=[C:10]([N:27]3[CH2:28][CH2:29][O:30][CH2:31][CH2:32]3)[C:11]3[S:16][C:15]([C:17]4[CH:18]=[C:19]([C:20]([N:43]5[CH2:42][CH2:41][N:40]([CH:37]6[CH2:38][CH2:39][N:34]([CH3:33])[CH2:35][CH2:36]6)[CH2:45][CH2:44]5)=[O:22])[CH:23]=[CH:24][CH:25]=4)=[C:14]([CH3:26])[C:12]=3[N:13]=2)=[CH:4][N:3]=1, predict the reactants needed to synthesize it. The reactants are: [NH2:1][C:2]1[N:7]=[CH:6][C:5]([C:8]2[N:9]=[C:10]([N:27]3[CH2:32][CH2:31][O:30][CH2:29][CH2:28]3)[C:11]3[S:16][C:15]([C:17]4[CH:18]=[C:19]([CH:23]=[CH:24][CH:25]=4)[C:20]([OH:22])=O)=[C:14]([CH3:26])[C:12]=3[N:13]=2)=[CH:4][N:3]=1.[CH3:33][N:34]1[CH2:39][CH2:38][CH:37]([N:40]2[CH2:45][CH2:44][NH:43][CH2:42][CH2:41]2)[CH2:36][CH2:35]1.